Dataset: Full USPTO retrosynthesis dataset with 1.9M reactions from patents (1976-2016). Task: Predict the reactants needed to synthesize the given product. Given the product [C:17]([O:16][C@H:15]1[C@@H:20]([O:21][C:22](=[O:24])[CH3:23])[C@H:25]([O:26][C:27](=[O:29])[CH3:28])[C@@H:30]([CH2:32][O:33][C:34](=[O:36])[CH3:35])[O:31][C@@H:14]1[O:13][C:38]1[CH:39]=[CH:40][C:41]([C:44]2[CH:45]=[C:46]([CH:51]=[CH:52][CH:53]=2)[C:47]([O:49][CH3:50])=[O:48])=[CH:42][CH:43]=1)(=[O:19])[CH3:18], predict the reactants needed to synthesize it. The reactants are: B(F)(F)F.CCOCC.C([O:13][C@H:14]1[O:31][C@H:30]([CH2:32][O:33][C:34](=[O:36])[CH3:35])[C@@H:25]([O:26][C:27](=[O:29])[CH3:28])[C@H:20]([O:21][C:22](=[O:24])[CH3:23])[C@@H:15]1[O:16][C:17](=[O:19])[CH3:18])(=O)C.O[C:38]1[CH:43]=[CH:42][C:41]([C:44]2[CH:45]=[C:46]([CH:51]=[CH:52][CH:53]=2)[C:47]([O:49][CH3:50])=[O:48])=[CH:40][CH:39]=1.